Task: Binary Classification. Given a drug SMILES string, predict its activity (active/inactive) in a high-throughput screening assay against a specified biological target.. Dataset: KCNQ2 potassium channel screen with 302,405 compounds (1) The molecule is S(=O)(=O)(N(CC)CC)c1ccc(C(NC(=O)Cc2c3c([nH]c2)cccc3)C)cc1. The result is 0 (inactive). (2) The compound is O(c1cc([N+]([O-])=O)c(NC(=O)/C=C\c2ccc(OC)cc2)cc1)C. The result is 0 (inactive).